From a dataset of Catalyst prediction with 721,799 reactions and 888 catalyst types from USPTO. Predict which catalyst facilitates the given reaction. (1) Reactant: [F:1][C:2]([F:20])([F:19])[C:3]1[CH:8]=[CH:7][CH:6]=[CH:5][C:4]=1[CH2:9][NH:10][C:11]([CH:13]1[CH2:18][CH2:17][NH:16][CH2:15][CH2:14]1)=[O:12].Cl[C:22]1[CH:27]=[C:26]([C:28]2[CH:33]=[CH:32][CH:31]=[CH:30][CH:29]=2)[N:25]=[C:24]([NH:34][CH3:35])[N:23]=1.[OH-].[Na+]. Product: [CH3:35][NH:34][C:24]1[N:23]=[C:22]([N:16]2[CH2:17][CH2:18][CH:13]([C:11]([NH:10][CH2:9][C:4]3[CH:5]=[CH:6][CH:7]=[CH:8][C:3]=3[C:2]([F:1])([F:19])[F:20])=[O:12])[CH2:14][CH2:15]2)[CH:27]=[C:26]([C:28]2[CH:29]=[CH:30][CH:31]=[CH:32][CH:33]=2)[N:25]=1. The catalyst class is: 12. (2) Reactant: [Cl:1][C:2]1[CH:3]=[CH:4][C:5]([CH2:8]Cl)=[N:6][CH:7]=1.[C-:10]#[N:11].[K+]. Product: [Cl:1][C:2]1[CH:3]=[CH:4][C:5]([CH2:8][C:10]#[N:11])=[N:6][CH:7]=1. The catalyst class is: 40.